Task: Predict the reactants needed to synthesize the given product.. Dataset: Full USPTO retrosynthesis dataset with 1.9M reactions from patents (1976-2016) Given the product [SH:16][C:11]1[S:15][C:3]2[CH:4]=[C:5]([C:6]#[N:7])[CH:8]=[CH:9][C:2]=2[N:1]=1, predict the reactants needed to synthesize it. The reactants are: [NH2:1][C:2]1[CH:9]=[CH:8][C:5]([C:6]#[N:7])=[CH:4][C:3]=1Cl.[C:11]([S-:16])(=[S:15])OCC.[K+].Cl.